Predict the reactants needed to synthesize the given product. From a dataset of Full USPTO retrosynthesis dataset with 1.9M reactions from patents (1976-2016). The reactants are: Br[C:2]1[CH:7]=[CH:6][C:5]([S:8]([N:11]2[CH2:25][CH2:24][C:14]3([O:19][CH2:18][C:17](=[O:20])[N:16]([CH:21]4[CH2:23][CH2:22]4)[CH2:15]3)[CH2:13][CH2:12]2)(=[O:10])=[O:9])=[CH:4][CH:3]=1.CC1(C)C(C)(C)OB([C:34]2[CH:35]=[CH:36][C:37]3[O:41][CH:40]=[CH:39][C:38]=3[CH:42]=2)O1.C([O-])([O-])=O.[K+].[K+]. Given the product [O:41]1[C:37]2[CH:36]=[CH:35][C:34]([C:2]3[CH:7]=[CH:6][C:5]([S:8]([N:11]4[CH2:25][CH2:24][C:14]5([O:19][CH2:18][C:17](=[O:20])[N:16]([CH:21]6[CH2:23][CH2:22]6)[CH2:15]5)[CH2:13][CH2:12]4)(=[O:10])=[O:9])=[CH:4][CH:3]=3)=[CH:42][C:38]=2[CH:39]=[CH:40]1, predict the reactants needed to synthesize it.